This data is from Reaction yield outcomes from USPTO patents with 853,638 reactions. The task is: Predict the reaction yield, written as a fraction of the theoretical maximum amount of product (1.0 means a 100% yield; for example, 0.34 means a 34% yield). (1) The reactants are [O:1]1[CH:5]=[CH:4][CH:3]=[CH:2]1.[Li][CH2:7][CH2:8][CH2:9][CH3:10].[CH3:11][OH:12].[OH2:13].[C:14]1([CH3:20])C=CC=CC=1. No catalyst specified. The product is [O:1]1[CH:5]2[CH:14]=[CH:20][CH:2]1[C:3]1[C:4]2=[CH:10][C:9]2[O:12][CH2:11][O:13][C:8]=2[CH:7]=1. The yield is 0.540. (2) The reactants are Cl[C:2]1[N:3]=[C:4]([N:22]2[CH2:27][CH2:26][NH:25][CH2:24][CH:23]2[C:28](=[O:37])[NH:29][C:30]2[CH:35]=[CH:34][CH:33]=[C:32]([CH3:36])[CH:31]=2)[C:5]2[N:11]=[C:10]([C:12]3[CH:17]=[CH:16][C:15]([O:18][CH3:19])=[C:14]([O:20][CH3:21])[CH:13]=3)[CH:9]=[CH:8][C:6]=2[N:7]=1.C([O-])([O-])=O.[K+].[K+].[Cl:44][C:45]1[CH:46]=[C:47]([CH:49]=[CH:50][C:51]=1[F:52])[NH2:48]. The catalyst is C1C=CC([P]([Pd]([P](C2C=CC=CC=2)(C2C=CC=CC=2)C2C=CC=CC=2)([P](C2C=CC=CC=2)(C2C=CC=CC=2)C2C=CC=CC=2)[P](C2C=CC=CC=2)(C2C=CC=CC=2)C2C=CC=CC=2)(C2C=CC=CC=2)C2C=CC=CC=2)=CC=1.O1CCOCC1.CC(O)(C)C. The product is [Cl:44][C:45]1[CH:46]=[C:47]([CH:49]=[CH:50][C:51]=1[F:52])[NH:48][C:2]1[N:3]=[C:4]([N:22]2[CH2:27][CH2:26][NH:25][CH2:24][CH:23]2[C:28](=[O:37])[NH:29][C:30]2[CH:35]=[CH:34][CH:33]=[C:32]([CH3:36])[CH:31]=2)[C:5]2[N:11]=[C:10]([C:12]3[CH:17]=[CH:16][C:15]([O:18][CH3:19])=[C:14]([O:20][CH3:21])[CH:13]=3)[CH:9]=[CH:8][C:6]=2[N:7]=1. The yield is 0.470. (3) The reactants are [Br:1]N1C(=O)CCC1=O.[N:9]1[CH:14]=[CH:13][C:12]([N:15]2[C:23]3[C:18](=[CH:19][CH:20]=[C:21]([N:24]4[CH2:29][CH2:28][N:27]([C:30]([O:32][C:33]([CH3:36])([CH3:35])[CH3:34])=[O:31])[CH2:26][CH2:25]4)[CH:22]=3)[CH:17]=[CH:16]2)=[CH:11][CH:10]=1.N1C=CC=CC=1. The catalyst is C1COCC1. The product is [Br:1][C:17]1[C:18]2[C:23](=[CH:22][C:21]([N:24]3[CH2:25][CH2:26][N:27]([C:30]([O:32][C:33]([CH3:36])([CH3:35])[CH3:34])=[O:31])[CH2:28][CH2:29]3)=[CH:20][CH:19]=2)[N:15]([C:12]2[CH:11]=[CH:10][N:9]=[CH:14][CH:13]=2)[CH:16]=1. The yield is 0.300. (4) The reactants are [F:1][C:2]1([F:21])[C:8]([CH3:10])([CH3:9])[O:7][CH2:6][C:5]([NH2:11])=[N:4][C@@:3]1([C:13]1[CH:18]=[C:17](I)[CH:16]=[CH:15][C:14]=1[F:20])[CH3:12].[C:22]([Si:24]([CH3:27])([CH3:26])[CH3:25])#[CH:23]. The catalyst is [Pd]. The product is [F:1][C:2]1([F:21])[C:8]([CH3:10])([CH3:9])[O:7][CH2:6][C:5]([NH2:11])=[N:4][C@@:3]1([C:13]1[CH:18]=[C:17]([C:23]#[C:22][Si:24]([CH3:27])([CH3:26])[CH3:25])[CH:16]=[CH:15][C:14]=1[F:20])[CH3:12]. The yield is 0.780. (5) The reactants are [OH:1][C:2]1[C:11]2[O:10][C:9]([N:12]3[CH2:17][CH2:16][O:15][CH2:14][CH2:13]3)=[N:8][C:7](=[O:18])[C:6]=2[CH:5]=[CH:4][CH:3]=1.C1(N([S:26]([C:29]([F:32])([F:31])[F:30])(=[O:28])=[O:27])[S:26]([C:29]([F:32])([F:31])[F:30])(=[O:28])=[O:27])C=CC=CC=1.CCN(CC)CC. The catalyst is C1COCC1.O. The product is [N:12]1([C:9]2[O:10][C:11]3[C:2]([O:1][S:26]([C:29]([F:32])([F:31])[F:30])(=[O:28])=[O:27])=[CH:3][CH:4]=[CH:5][C:6]=3[C:7](=[O:18])[N:8]=2)[CH2:13][CH2:14][O:15][CH2:16][CH2:17]1. The yield is 0.780. (6) The reactants are [C:1]([N:8]1[CH2:12][CH2:11][CH2:10][CH:9]1[CH2:13]O)([O:3][C:4]([CH3:7])([CH3:6])[CH3:5])=[O:2].[C-:15]#[N:16].[Na+].CCOC(C)=O. The catalyst is CS(C)=O. The product is [C:1]([N:8]1[CH2:12][CH2:11][CH2:10][C@H:9]1[CH2:13][C:15]#[N:16])([O:3][C:4]([CH3:7])([CH3:6])[CH3:5])=[O:2]. The yield is 0.911. (7) The reactants are [NH2:1][C:2]1[C:7]([S:8][C:9]2[CH:18]=[CH:17][C:12]([C:13]([O:15][CH3:16])=[O:14])=[CH:11][CH:10]=2)=[CH:6][C:5]([Br:19])=[CH:4][N:3]=1.[Cl:20][C:21]1[C:26]([N:27]=[C:28]=[S:29])=[CH:25][CH:24]=[CH:23][N:22]=1. The catalyst is CN(C=O)C.ClCCl. The product is [ClH:20].[Br:19][C:5]1[CH:6]=[C:7]([S:8][C:9]2[CH:18]=[CH:17][C:12]([C:13]([O:15][CH3:16])=[O:14])=[CH:11][CH:10]=2)[C:2]([NH:1][C:28]2[S:29][C:21]3[C:26]([N:27]=2)=[CH:25][CH:24]=[CH:23][N:22]=3)=[N:3][CH:4]=1. The yield is 0.416. (8) The reactants are [N:1]([C:4]1[S:5][C:6]([C:10]([NH:12][CH2:13][C:14]2[CH:19]=[CH:18][CH:17]=[CH:16][CH:15]=2)=[O:11])=[C:7]([CH3:9])[N:8]=1)=[N+:2]=[N-:3].[C:20]([O:26][CH2:27][CH3:28])(=[O:25])[CH2:21][C:22]([CH3:24])=O.C(N(CC)CC)C. The catalyst is CN(C)C=O.ClCCl. The product is [CH2:13]([NH:12][C:10]([C:6]1[S:5][C:4]([N:1]2[C:22]([CH3:24])=[C:21]([C:20]([O:26][CH2:27][CH3:28])=[O:25])[N:3]=[N:2]2)=[N:8][C:7]=1[CH3:9])=[O:11])[C:14]1[CH:19]=[CH:18][CH:17]=[CH:16][CH:15]=1. The yield is 0.490. (9) The reactants are [C:1]1([CH:7]2[CH2:12][CH2:11][CH2:10][C:9](=O)[CH2:8]2)[CH:6]=[CH:5][CH:4]=[CH:3][CH:2]=1.[NH2:14][OH:15].O. The catalyst is C(O)C.CCOC(C)=O. The product is [C:1]1([CH:7]2[CH2:12][CH2:11][CH2:10][C:9](=[N:14][OH:15])[CH2:8]2)[CH:6]=[CH:5][CH:4]=[CH:3][CH:2]=1. The yield is 0.921. (10) The reactants are [OH-].[Na+].C[O:4][C:5](=[O:40])[CH2:6][CH2:7][C:8]([C:10]1[C:18]2[C:13](=[CH:14][CH:15]=[C:16]([Cl:19])[CH:17]=2)[N:12]([CH2:20][C:21]2[CH:22]=[N:23][C:24]([C:27]3[C:32]4[O:33][C:34]5[CH:39]=[CH:38][CH:37]=[CH:36][C:35]=5[C:31]=4[CH:30]=[CH:29][CH:28]=3)=[CH:25][CH:26]=2)[CH:11]=1)=[O:9].Cl. The catalyst is O1CCCC1.CO.O. The product is [Cl:19][C:16]1[CH:17]=[C:18]2[C:13](=[CH:14][CH:15]=1)[N:12]([CH2:20][C:21]1[CH:22]=[N:23][C:24]([C:27]3[C:32]4[O:33][C:34]5[CH:39]=[CH:38][CH:37]=[CH:36][C:35]=5[C:31]=4[CH:30]=[CH:29][CH:28]=3)=[CH:25][CH:26]=1)[CH:11]=[C:10]2[C:8](=[O:9])[CH2:7][CH2:6][C:5]([OH:40])=[O:4]. The yield is 0.980.